This data is from Full USPTO retrosynthesis dataset with 1.9M reactions from patents (1976-2016). The task is: Predict the reactants needed to synthesize the given product. (1) Given the product [CH3:9][C:10]1[N:31]=[C:24]2[C:23](=[N:30][C:28]([NH:27][C:25]2=[O:26])=[O:29])[N:22]([CH2:9][C@H:10]([OH:21])[C@H:11]([OH:20])[C@H:12]([OH:19])[CH2:13][OH:14])[C:11]=1[CH3:12], predict the reactants needed to synthesize it. The reactants are: C1(N(N)C(=O)NN1)=O.[CH2:9]([NH:22][C:23]1[NH:30][C:28](=[O:29])[NH:27][C:25](=[O:26])[C:24]=1[NH2:31])[CH:10]([OH:21])[CH:11]([OH:20])[CH:12]([OH:19])[CH2:13][O:14]P(O)(O)=O. (2) Given the product [CH2:18]([O:22][C:23]1[CH:28]=[CH:27][C:26]([O:29][CH3:30])=[CH:25][C:24]=1[C:31]1[C:32]([C:39]([CH3:42])([CH3:41])[CH3:40])=[CH:33][CH:34]=[C:35]([CH2:37][O:1][C:2]2[CH:3]=[CH:4][C:5]([C@H:8](/[CH:15]=[CH:16]/[CH3:17])[CH2:9][C:10]([O:12][CH2:13][CH3:14])=[O:11])=[CH:6][CH:7]=2)[CH:36]=1)[CH2:19][CH2:20][CH3:21], predict the reactants needed to synthesize it. The reactants are: [OH:1][C:2]1[CH:7]=[CH:6][C:5]([C@H:8](/[CH:15]=[CH:16]/[CH3:17])[CH2:9][C:10]([O:12][CH2:13][CH3:14])=[O:11])=[CH:4][CH:3]=1.[CH2:18]([O:22][C:23]1[CH:28]=[CH:27][C:26]([O:29][CH3:30])=[CH:25][C:24]=1[C:31]1[CH:36]=[C:35]([CH2:37]Cl)[CH:34]=[CH:33][C:32]=1[C:39]([CH3:42])([CH3:41])[CH3:40])[CH2:19][CH2:20][CH3:21].C(=O)([O-])[O-].[Cs+].[Cs+]. (3) Given the product [CH2:15]([S:17][C:18]1[C:19]([C:24]([NH:1][C:2]2[C:3]([OH:14])=[N:4][CH:5]=[C:6]([S:8]([C:10]([F:13])([F:12])[F:11])=[O:9])[CH:7]=2)=[O:25])=[N:20][CH:21]=[CH:22][CH:23]=1)[CH3:16], predict the reactants needed to synthesize it. The reactants are: [NH2:1][C:2]1[C:3]([OH:14])=[N:4][CH:5]=[C:6]([S:8]([C:10]([F:13])([F:12])[F:11])=[O:9])[CH:7]=1.[CH2:15]([S:17][C:18]1[C:19]([C:24](O)=[O:25])=[N:20][CH:21]=[CH:22][CH:23]=1)[CH3:16].CCN=C=NCCCN(C)C.Cl.N1C=CC=CC=1.